Task: Predict the reactants needed to synthesize the given product.. Dataset: Full USPTO retrosynthesis dataset with 1.9M reactions from patents (1976-2016) The reactants are: [F:1][C:2]1[CH:3]=[C:4]([CH:7]=[CH:8][C:9]=1B1OC(C)(C)C(C)(C)O1)[C:5]#[N:6].Br[C:20]1[CH:21]=[C:22]([CH:26]([CH:33]2[CH2:35][CH2:34]2)[NH:27][S:28]([CH2:31][CH3:32])(=[O:30])=[O:29])[CH:23]=[N:24][CH:25]=1.C([O-])([O-])=O.[Na+].[Na+]. Given the product [C:5]([C:4]1[CH:7]=[CH:8][C:9]([C:20]2[CH:21]=[C:22]([CH:26]([CH:33]3[CH2:35][CH2:34]3)[NH:27][S:28]([CH2:31][CH3:32])(=[O:29])=[O:30])[CH:23]=[N:24][CH:25]=2)=[C:2]([F:1])[CH:3]=1)#[N:6], predict the reactants needed to synthesize it.